Dataset: Reaction yield outcomes from USPTO patents with 853,638 reactions. Task: Predict the reaction yield, written as a fraction of the theoretical maximum amount of product (1.0 means a 100% yield; for example, 0.34 means a 34% yield). The reactants are O.[C:2]1([CH3:12])[CH:7]=[CH:6][C:5](S(O)(=O)=O)=[CH:4][CH:3]=1.[CH:13]1([CH2:18][C:19]([OH:21])=[O:20])[CH2:17][CH2:16][CH2:15][CH2:14]1.C(O)C1C=CC=CC=1.O. The catalyst is C1(C)C=CC=CC=1. The product is [CH:13]1([CH2:18][C:19]([O:21][CH2:12][C:2]2[CH:7]=[CH:6][CH:5]=[CH:4][CH:3]=2)=[O:20])[CH2:17][CH2:16][CH2:15][CH2:14]1. The yield is 0.700.